From a dataset of Forward reaction prediction with 1.9M reactions from USPTO patents (1976-2016). Predict the product of the given reaction. Given the reactants [CH:1]1([CH2:7][CH2:8][CH2:9][O:10][C:11]2[CH:16]=[CH:15][C:14]([CH2:17][CH2:18][CH2:19][O:20][C:21]3[CH:31]=[CH:30][C:24]([C:25]([O:27]CC)=[O:26])=[CH:23][C:22]=3[CH2:32][C:33]([NH:35][CH2:36][CH2:37][CH2:38][C:39]([O:41]C)=[O:40])=[O:34])=[CH:13][CH:12]=2)[CH2:6][CH2:5][CH2:4][CH2:3][CH2:2]1.[OH-].[Na+], predict the reaction product. The product is: [C:39]([CH2:38][CH2:37][CH2:36][NH:35][C:33](=[O:34])[CH2:32][C:22]1[CH:23]=[C:24]([CH:30]=[CH:31][C:21]=1[O:20][CH2:19][CH2:18][CH2:17][C:14]1[CH:15]=[CH:16][C:11]([O:10][CH2:9][CH2:8][CH2:7][CH:1]2[CH2:6][CH2:5][CH2:4][CH2:3][CH2:2]2)=[CH:12][CH:13]=1)[C:25]([OH:27])=[O:26])([OH:41])=[O:40].